From a dataset of Reaction yield outcomes from USPTO patents with 853,638 reactions. Predict the reaction yield, written as a fraction of the theoretical maximum amount of product (1.0 means a 100% yield; for example, 0.34 means a 34% yield). The reactants are [N:1]1([C:7]2[CH:12]=[CH:11][C:10]([NH:13][C:14]([C:16]3[O:17][C:18]4[C:23]([C:24](=[O:26])[CH:25]=3)=[CH:22][C:21]([O:27][CH3:28])=[CH:20][C:19]=4[N:29]3[CH2:34][CH2:33][N:32](C)[CH2:31][CH2:30]3)=[O:15])=[CH:9][CH:8]=2)[CH2:6][CH2:5][O:4][CH2:3][CH2:2]1.ClC(OC(Cl)C)=O.[I-].[Na+]. The catalyst is ClCCCl. The product is [N:1]1([C:7]2[CH:8]=[CH:9][C:10]([NH:13][C:14]([C:16]3[O:17][C:18]4[C:23]([C:24](=[O:26])[CH:25]=3)=[CH:22][C:21]([O:27][CH3:28])=[CH:20][C:19]=4[N:29]3[CH2:30][CH2:31][NH:32][CH2:33][CH2:34]3)=[O:15])=[CH:11][CH:12]=2)[CH2:6][CH2:5][O:4][CH2:3][CH2:2]1. The yield is 0.640.